This data is from Full USPTO retrosynthesis dataset with 1.9M reactions from patents (1976-2016). The task is: Predict the reactants needed to synthesize the given product. Given the product [CH2:40]([O:39][CH2:38][C@H:20]([NH:19][C:16](=[O:18])[CH2:15][N:12]1[CH2:11][CH2:10][N:9]([C:6]2[CH:5]=[CH:4][C:3]([F:2])=[CH:8][CH:7]=2)[CH2:14][CH2:13]1)[C:21]([NH:23][C:24]1[CH:29]=[CH:28][C:27]([O:30][C:31]2[CH:36]=[CH:35][C:34]([F:37])=[CH:33][CH:32]=2)=[CH:26][CH:25]=1)=[O:22])[C:41]1[CH:46]=[CH:45][CH:44]=[CH:43][CH:42]=1, predict the reactants needed to synthesize it. The reactants are: Cl.[F:2][C:3]1[CH:8]=[CH:7][C:6]([N:9]2[CH2:14][CH2:13][N:12]([CH2:15][C:16]([OH:18])=O)[CH2:11][CH2:10]2)=[CH:5][CH:4]=1.[NH2:19][C@@H:20]([CH2:38][O:39][CH2:40][C:41]1[CH:46]=[CH:45][CH:44]=[CH:43][CH:42]=1)[C:21]([NH:23][C:24]1[CH:29]=[CH:28][C:27]([O:30][C:31]2[CH:36]=[CH:35][C:34]([F:37])=[CH:33][CH:32]=2)=[CH:26][CH:25]=1)=[O:22].